Dataset: Full USPTO retrosynthesis dataset with 1.9M reactions from patents (1976-2016). Task: Predict the reactants needed to synthesize the given product. (1) Given the product [Cl:10][C:11]1[CH:12]=[C:13]([CH:14]([CH:7]2[CH2:6][CH2:5][C:4]([CH3:9])([CH3:8])[NH:3]2)[OH:15])[CH:16]=[CH:17][CH:18]=1, predict the reactants needed to synthesize it. The reactants are: N([N:3]1[CH2:7][CH2:6][CH2:5][C:4]1([CH3:9])[CH3:8])=O.[Cl:10][C:11]1[CH:12]=[C:13]([CH:16]=[CH:17][CH:18]=1)[CH:14]=[O:15].C(O)(=O)C. (2) Given the product [CH3:20][O:19][C:18]1[CH:17]=[N:16][CH:15]=[C:14]([O:21][CH3:22])[C:13]=1[CH2:12][CH2:11][CH2:10][OH:9], predict the reactants needed to synthesize it. The reactants are: [H-].[Al+3].[Li+].[H-].[H-].[H-].C([O:9][C:10](=O)[CH2:11][CH2:12][C:13]1[C:18]([O:19][CH3:20])=[CH:17][N:16]=[CH:15][C:14]=1[O:21][CH3:22])C.O.